From a dataset of Reaction yield outcomes from USPTO patents with 853,638 reactions. Predict the reaction yield, written as a fraction of the theoretical maximum amount of product (1.0 means a 100% yield; for example, 0.34 means a 34% yield). The reactants are [H-].[H-].[H-].[H-].[Li+].[Al+3].[CH2:7]([N:14]1[CH2:18][C@@H:17]2[C:19](=O)[NH:20][C:21](=O)[C@@H:16]2[CH2:15]1)[C:8]1[CH:13]=[CH:12][CH:11]=[CH:10][CH:9]=1. The catalyst is C1COCC1. The product is [CH2:7]([N:14]1[CH2:15][C@@H:16]2[C@@H:17]([CH2:19][NH:20][CH2:21]2)[CH2:18]1)[C:8]1[CH:13]=[CH:12][CH:11]=[CH:10][CH:9]=1. The yield is 0.880.